From a dataset of NCI-60 drug combinations with 297,098 pairs across 59 cell lines. Regression. Given two drug SMILES strings and cell line genomic features, predict the synergy score measuring deviation from expected non-interaction effect. (1) Drug 1: C1CCC(C1)C(CC#N)N2C=C(C=N2)C3=C4C=CNC4=NC=N3. Drug 2: CCN(CC)CCNC(=O)C1=C(NC(=C1C)C=C2C3=C(C=CC(=C3)F)NC2=O)C. Cell line: MCF7. Synergy scores: CSS=0.300, Synergy_ZIP=0.148, Synergy_Bliss=2.91, Synergy_Loewe=1.09, Synergy_HSA=1.42. (2) Drug 1: C1=CN(C(=O)N=C1N)C2C(C(C(O2)CO)O)O.Cl. Drug 2: CCC(=C(C1=CC=CC=C1)C2=CC=C(C=C2)OCCN(C)C)C3=CC=CC=C3.C(C(=O)O)C(CC(=O)O)(C(=O)O)O. Cell line: HCT-15. Synergy scores: CSS=25.7, Synergy_ZIP=-8.74, Synergy_Bliss=-8.97, Synergy_Loewe=-20.4, Synergy_HSA=-7.92.